Dataset: Reaction yield outcomes from USPTO patents with 853,638 reactions. Task: Predict the reaction yield, written as a fraction of the theoretical maximum amount of product (1.0 means a 100% yield; for example, 0.34 means a 34% yield). (1) The yield is 0.940. The product is [C:1]12([NH:11][C:12]([C:14]3[CH:15]=[N:16][N:17]([C:23]4[CH:32]=[CH:31][C:26]([C:27]([OH:29])=[O:28])=[CH:25][CH:24]=4)[C:18]=3[S:19][CH2:20][CH2:21][CH3:22])=[O:13])[CH2:8][CH:7]3[CH2:9][CH:3]([CH2:4][CH:5]([CH2:6]3)[CH2:10]1)[CH2:2]2. The reactants are [C:1]12([NH:11][C:12]([C:14]3[CH:15]=[N:16][N:17]([C:23]4[CH:32]=[CH:31][C:26]([C:27]([O:29]C)=[O:28])=[CH:25][CH:24]=4)[C:18]=3[S:19][CH2:20][CH2:21][CH3:22])=[O:13])[CH2:10][CH:5]3[CH2:6][CH:7]([CH2:9][CH:3]([CH2:4]3)[CH2:2]1)[CH2:8]2.[OH-].[Na+]. The catalyst is CO. (2) The reactants are [F:1][C:2]([F:12])([F:11])[C:3]1[N:4]=[CH:5][S:6][C:7]=1[C:8](O)=[O:9].[Cl:13][C:14]1[CH:15]=[C:16]([CH:18]=[CH:19][CH:20]=1)[NH2:17].C(N(CC)CC)C. The catalyst is CN(C=O)C. The product is [Cl:13][C:14]1[CH:15]=[C:16]([NH:17][C:8]([C:7]2[S:6][CH:5]=[N:4][C:3]=2[C:2]([F:12])([F:11])[F:1])=[O:9])[CH:18]=[CH:19][CH:20]=1. The yield is 0.570. (3) The reactants are [F:1][C:2]([F:36])([F:35])[C:3]1[CH:4]=[C:5]([C:13]([CH3:34])([CH3:33])[C:14]([N:16]([C:18]2[CH:19]=[N:20][C:21](Cl)=[CH:22][C:23]=2[C:24]2[CH:29]=[CH:28][C:27]([F:30])=[CH:26][C:25]=2[CH3:31])[CH3:17])=[O:15])[CH:6]=[C:7]([C:9]([F:12])([F:11])[F:10])[CH:8]=1.Cl.[CH:38]12[O:45][CH:42]([CH2:43][CH2:44]1)[CH2:41][NH:40][CH2:39]2.C(=O)([O-])[O-].[K+].[K+]. The catalyst is CS(C)=O.O. The product is [F:1][C:2]([F:36])([F:35])[C:3]1[CH:4]=[C:5]([C:13]([CH3:34])([CH3:33])[C:14]([N:16]([C:18]2[CH:19]=[N:20][C:21]([N:40]3[CH2:39][C@@H:38]4[O:45][C@@H:42]([CH2:43][CH2:44]4)[CH2:41]3)=[CH:22][C:23]=2[C:24]2[CH:29]=[CH:28][C:27]([F:30])=[CH:26][C:25]=2[CH3:31])[CH3:17])=[O:15])[CH:6]=[C:7]([C:9]([F:12])([F:11])[F:10])[CH:8]=1. The yield is 0.180. (4) The yield is 0.780. The reactants are [Cl:1][C:2]1[C:3]2[N:4]([C:8]([CH:19]([OH:22])[C:20]#[CH:21])=[C:9]([C:11]3[CH:16]=[CH:15][CH:14]=[C:13]([O:17][CH3:18])[CH:12]=3)[N:10]=2)[CH:5]=[CH:6][CH:7]=1. The product is [Cl:1][C:2]1[C:3]2[N:4]([C:8]([C:19](=[O:22])[C:20]#[CH:21])=[C:9]([C:11]3[CH:16]=[CH:15][CH:14]=[C:13]([O:17][CH3:18])[CH:12]=3)[N:10]=2)[CH:5]=[CH:6][CH:7]=1. The catalyst is ClCCl.[O-2].[O-2].[Mn+4]. (5) The reactants are Br[C:2]1[CH:3]=[C:4]([NH:9][CH2:10][CH2:11][N:12]([CH3:14])[CH3:13])[CH:5]=[C:6]([F:8])[CH:7]=1.B1(B2OC(C)(C)C(C)(C)O2)OC(C)(C)C(C)(C)O1.CC([O-])=O.[K+].[O-]P([O-])([O-])=O.[K+].[K+].[K+].Br[C:47]1[CH:48]=[N:49][CH:50]=[C:51]([N+:54]([O-:56])=[O:55])[C:52]=1[NH2:53]. The catalyst is C1C=CC(P(C2C=CC=CC=2)[C-]2C=CC=C2)=CC=1.C1C=CC(P(C2C=CC=CC=2)[C-]2C=CC=C2)=CC=1.Cl[Pd]Cl.[Fe+2].C1C=CC([P]([Pd]([P](C2C=CC=CC=2)(C2C=CC=CC=2)C2C=CC=CC=2)([P](C2C=CC=CC=2)(C2C=CC=CC=2)C2C=CC=CC=2)[P](C2C=CC=CC=2)(C2C=CC=CC=2)C2C=CC=CC=2)(C2C=CC=CC=2)C2C=CC=CC=2)=CC=1.O.CN(C=O)C. The product is [NH2:53][C:52]1[C:51]([N+:54]([O-:56])=[O:55])=[CH:50][N:49]=[CH:48][C:47]=1[C:2]1[CH:3]=[C:4]([NH:9][CH2:10][CH2:11][N:12]([CH3:14])[CH3:13])[CH:5]=[C:6]([F:8])[CH:7]=1. The yield is 0.540. (6) The reactants are [NH2:1][C:2]1[N:6]([C:7]2[CH:12]=[CH:11][CH:10]=[CH:9][CH:8]=2)[N:5]=[C:4]([O:13][CH:14]2[CH2:19][CH2:18][N:17]([C:20]([O:22][C:23]([CH3:26])([CH3:25])[CH3:24])=[O:21])[CH2:16][CH2:15]2)[C:3]=1[CH3:27].C1(C2C=CC([CH2:37][O:38]C)=CC=2CN)CC1.[CH3:42][O:43][CH2:44][C:45]1[CH:46]=[CH:47][C:48]([O:53][C:54]([F:57])([F:56])[F:55])=[C:49]([CH2:51][NH2:52])[CH:50]=1. No catalyst specified. The product is [CH3:42][O:43][CH2:44][C:45]1[CH:46]=[CH:47][C:48]([O:53][C:54]([F:55])([F:56])[F:57])=[C:49]([CH:50]=1)[CH2:51][NH:52][C:37](=[O:38])[NH:1][C:2]1[N:6]([C:7]2[CH:12]=[CH:11][CH:10]=[CH:9][CH:8]=2)[N:5]=[C:4]([O:13][CH:14]2[CH2:19][CH2:18][N:17]([C:20]([O:22][C:23]([CH3:24])([CH3:26])[CH3:25])=[O:21])[CH2:16][CH2:15]2)[C:3]=1[CH3:27]. The yield is 0.450. (7) The reactants are [F:1][C:2]1[CH:47]=[CH:46][CH:45]=[C:44]([F:48])[C:3]=1[CH2:4][N:5]1[C:10]2[S:11][C:12]([C:24]3[CH:29]=[CH:28][C:27]([NH:30][C:31]([NH:33][O:34][CH3:35])=[O:32])=[CH:26][CH:25]=3)=[C:13]([CH2:14][N:15]([CH3:23])[CH2:16][C:17]3[CH:22]=[CH:21][CH:20]=[CH:19][N:18]=3)[C:9]=2[C:8](=[O:36])[N:7]([CH2:37][CH2:38][C:39](OC)=O)[C:6]1=[O:43].NC(CC)[CH2:51][CH2:52][CH2:53][OH:54]. No catalyst specified. The product is [F:1][C:2]1[CH:47]=[CH:46][CH:45]=[C:44]([F:48])[C:3]=1[CH2:4][N:5]1[C:10]2[S:11][C:12]([C:24]3[CH:25]=[CH:26][C:27]([NH:30][C:31]([NH:33][O:34][CH3:35])=[O:32])=[CH:28][CH:29]=3)=[C:13]([CH2:14][N:15]([CH3:23])[CH2:16][C:17]3[CH:22]=[CH:21][CH:20]=[CH:19][N:18]=3)[C:9]=2[C:8](=[O:36])[N:7]([CH:37]2[CH2:38][CH2:39][CH:53]([OH:54])[CH2:52][CH2:51]2)[C:6]1=[O:43]. The yield is 0.450. (8) The reactants are [F:1][C:2]1[CH:7]=[CH:6][CH:5]=[CH:4][C:3]=1[N:8]1[C:12]([C:13]2[CH:18]=[CH:17][CH:16]=[CH:15][C:14]=2[C:19]2[CH:24]=[CH:23][CH:22]=[CH:21][C:20]=2O)=[N:11][N:10]=[N:9]1.[Cl:26]C1C=CC=CC=1B(O)O. No catalyst specified. The product is [Cl:26][C:20]1[CH:21]=[CH:22][CH:23]=[CH:24][C:19]=1[C:14]1[CH:15]=[CH:16][CH:17]=[CH:18][C:13]=1[C:12]1[N:8]([C:3]2[CH:4]=[CH:5][CH:6]=[CH:7][C:2]=2[F:1])[N:9]=[N:10][N:11]=1. The yield is 0.360. (9) The reactants are [CH3:1][NH:2][CH:3]1[CH2:8][CH2:7][N:6]([C:9]([O:11][C:12]([CH3:15])([CH3:14])[CH3:13])=[O:10])[CH2:5][CH2:4]1.C([O-])([O-])=O.[K+].[K+].Br[CH2:23][C:24]([O:26][CH3:27])=[O:25]. The catalyst is CC(C)=O. The product is [CH3:27][O:26][C:24](=[O:25])[CH2:23][N:2]([CH3:1])[CH:3]1[CH2:4][CH2:5][N:6]([C:9]([O:11][C:12]([CH3:14])([CH3:13])[CH3:15])=[O:10])[CH2:7][CH2:8]1. The yield is 0.920. (10) The reactants are Br[C:2]1[CH:3]=[C:4]2[C:8](=[CH:9][CH:10]=1)[N:7]([C:11]1[CH:16]=[CH:15][N:14]=[C:13]([NH2:17])[N:12]=1)[CH:6]=[CH:5]2.[OH2:18]. No catalyst specified. The product is [NH2:17][C:13]1[N:12]=[C:11]([N:7]2[C:8]3[CH:9]=[CH:10][CH:2]=[C:3]([C:11]([NH:7][CH2:6][CH2:5][C:4]4[CH:8]=[CH:9][CH:10]=[CH:2][CH:3]=4)=[O:18])[C:4]=3[CH:5]=[CH:6]2)[CH:16]=[CH:15][N:14]=1. The yield is 0.720.